From a dataset of Full USPTO retrosynthesis dataset with 1.9M reactions from patents (1976-2016). Predict the reactants needed to synthesize the given product. (1) Given the product [N:1]1[CH:6]=[CH:5][C:4]([CH2:7][CH2:8][CH2:9][C:10]([O:12][CH3:13])=[O:11])=[CH:3][CH:2]=1, predict the reactants needed to synthesize it. The reactants are: [N:1]1[CH:6]=[CH:5][C:4]([CH2:7][CH2:8][CH:9](C(OCC)=O)[C:10]([O:12][CH2:13]C)=[O:11])=[CH:3][CH:2]=1. (2) Given the product [Cl:19][C:20]1[CH:25]=[C:24]([C:26]2[NH:27][C:5]3[CH2:6][CH2:7][NH:2][C:3](=[O:11])[C:4]=3[N:9]=2)[CH:23]=[CH:22][N:21]=1, predict the reactants needed to synthesize it. The reactants are: Cl.[NH:2]1[CH2:7][CH2:6][C:5](=O)/[C:4](=[N:9]/O)/[C:3]1=[O:11].FC(F)(F)C(O)=O.[Cl:19][C:20]1[CH:25]=[C:24]([CH2:26][NH2:27])[CH:23]=[CH:22][N:21]=1. (3) Given the product [CH3:18][C:14]1[CH:13]=[C:12]([C:10](=[O:11])[CH2:9][CH:8]([C:4]2[CH:3]=[C:2]([C:33]3[CH:34]=[CH:35][C:30]([C:28]([OH:27])=[O:29])=[N:31][CH:32]=3)[CH:7]=[CH:6][CH:5]=2)[C:19]2[CH:24]=[CH:23][CH:22]=[CH:21][C:20]=2[CH3:25])[CH:17]=[CH:16][N:15]=1, predict the reactants needed to synthesize it. The reactants are: Br[C:2]1[CH:3]=[C:4]([CH:8]([C:19]2[CH:24]=[CH:23][CH:22]=[CH:21][C:20]=2[CH3:25])[CH2:9][C:10]([C:12]2[CH:17]=[CH:16][N:15]=[C:14]([CH3:18])[CH:13]=2)=[O:11])[CH:5]=[CH:6][CH:7]=1.C[O:27][C:28]([C:30]1[CH:35]=[CH:34][C:33](B(O)O)=[CH:32][N:31]=1)=[O:29]. (4) Given the product [CH:32]1([NH:31][C:27]2[N:26]=[C:25]([C:15]3[N:11]4[CH:12]=[CH:13][CH:14]=[C:9]([OH:8])[C:10]4=[N:17][C:16]=3[C:18]3[CH:19]=[CH:20][C:21]([F:24])=[CH:22][CH:23]=3)[CH:30]=[CH:29][N:28]=2)[CH2:36][CH2:35][CH2:34][CH2:33]1, predict the reactants needed to synthesize it. The reactants are: C([O:8][C:9]1[C:10]2[N:11]([C:15]([C:25]3[CH:30]=[CH:29][N:28]=[C:27]([NH:31][CH:32]4[CH2:36][CH2:35][CH2:34][CH2:33]4)[N:26]=3)=[C:16]([C:18]3[CH:23]=[CH:22][C:21]([F:24])=[CH:20][CH:19]=3)[N:17]=2)[CH:12]=[CH:13][CH:14]=1)C1C=CC=CC=1.[H][H]. (5) Given the product [NH2:1][C:2]1[N:7]=[C:6]([N:8]2[C:16]3[C:11](=[CH:12][CH:13]=[C:14]([C:17]#[C:18][C:19]([C:22]4[N:26]=[CH:25][NH:24][N:23]=4)([OH:21])[CH3:20])[CH:15]=3)[C:10]([CH3:33])=[N:9]2)[CH:5]=[CH:4][N:3]=1, predict the reactants needed to synthesize it. The reactants are: [NH2:1][C:2]1[N:7]=[C:6]([N:8]2[C:16]3[C:11](=[CH:12][CH:13]=[C:14]([C:17]#[C:18][C:19]([C:22]4[N:26]=[CH:25][N:24](C5CCCCO5)[N:23]=4)([OH:21])[CH3:20])[CH:15]=3)[C:10]([CH3:33])=[N:9]2)[CH:5]=[CH:4][N:3]=1.C1(C)C=CC(S(O)(=O)=O)=CC=1.